This data is from Forward reaction prediction with 1.9M reactions from USPTO patents (1976-2016). The task is: Predict the product of the given reaction. (1) The product is: [Cl:1][C:2]1[C:3]([F:32])=[C:4]([C@H:8]2[CH2:12][N:11]([CH2:13][C:14]([NH:41][CH2:40][CH2:39][C@H:37]([OH:38])[CH2:36][OH:35])=[O:15])[C@@H:10]([CH2:17][C:18]([CH3:20])([CH3:21])[CH3:19])[C@@:9]2([C:24]2[CH:29]=[CH:28][C:27]([Cl:30])=[CH:26][C:25]=2[F:31])[C:22]#[N:23])[CH:5]=[CH:6][CH:7]=1. Given the reactants [Cl:1][C:2]1[C:3]([F:32])=[C:4]([C@H:8]2[CH2:12][N:11]([CH2:13][C:14](O)=[O:15])[C@@H:10]([CH2:17][C:18]([CH3:21])([CH3:20])[CH3:19])[C@@:9]2([C:24]2[CH:29]=[CH:28][C:27]([Cl:30])=[CH:26][C:25]=2[F:31])[C:22]#[N:23])[CH:5]=[CH:6][CH:7]=1.CC1(C)[O:38][C@@H:37]([CH2:39][CH2:40][NH2:41])[CH2:36][O:35]1.CN(C(ON1N=NC2C=CC=NC1=2)=[N+](C)C)C.F[P-](F)(F)(F)(F)F.CCN(C(C)C)C(C)C.Cl, predict the reaction product. (2) Given the reactants [O:1]1[CH2:6][CH2:5][CH2:4][O:3][CH:2]1[C:7]1[CH:12]=[CH:11][C:10]([C:13]2[S:14][C:15]3[C:20]([N:21]=2)=[CH:19][CH:18]=[C:17]([C:22]([C:24]2[CH:29]=[CH:28][CH:27]=[CH:26][CH:25]=2)=[O:23])[N:16]=3)=[C:9]([F:30])[CH:8]=1.[BH4-].[Na+].[NH4+].[Cl-], predict the reaction product. The product is: [O:3]1[CH2:4][CH2:5][CH2:6][O:1][CH:2]1[C:7]1[CH:12]=[CH:11][C:10]([C:13]2[S:14][C:15]3[C:20]([N:21]=2)=[CH:19][CH:18]=[C:17]([CH:22]([C:24]2[CH:25]=[CH:26][CH:27]=[CH:28][CH:29]=2)[OH:23])[N:16]=3)=[C:9]([F:30])[CH:8]=1.